This data is from Forward reaction prediction with 1.9M reactions from USPTO patents (1976-2016). The task is: Predict the product of the given reaction. (1) Given the reactants Cl.[CH2:2]([CH:6]1[CH2:11][CH2:10][CH2:9][N:8]([CH2:12][C@@H:13]2[CH2:18][CH2:17][CH2:16][CH2:15][C@H:14]2[NH2:19])[CH2:7]1)[CH2:3][CH2:4][CH3:5].[F:20][C:21]([F:32])([F:31])[C:22]1[CH:30]=[CH:29][C:25]([C:26](O)=[O:27])=[CH:24][N:23]=1.CN(C(ON1N=NC2C=CC=NC1=2)=[N+](C)C)C.F[P-](F)(F)(F)(F)F.C(N(C(C)C)CC)(C)C, predict the reaction product. The product is: [CH2:2]([CH:6]1[CH2:11][CH2:10][CH2:9][N:8]([CH2:12][C@@H:13]2[CH2:18][CH2:17][CH2:16][CH2:15][C@H:14]2[NH:19][C:26](=[O:27])[C:25]2[CH:29]=[CH:30][C:22]([C:21]([F:32])([F:20])[F:31])=[N:23][CH:24]=2)[CH2:7]1)[CH2:3][CH2:4][CH3:5]. (2) Given the reactants [Cl:1][C:2]1[CH:3]=[C:4]2[CH:10]=[C:9]([C:11]([NH:13][C@@H:14]([CH2:18][C:19]3[CH:24]=[CH:23][C:22]([F:25])=[CH:21][CH:20]=3)[C:15]([OH:17])=O)=[O:12])[NH:8][C:5]2=[CH:6][N:7]=1.Cl.[NH:27]1[CH2:32][CH2:31][CH:30]([NH:33][S:34]([CH3:37])(=[O:36])=[O:35])[CH2:29][CH2:28]1, predict the reaction product. The product is: [F:25][C:22]1[CH:23]=[CH:24][C:19]([CH2:18][C@H:14]([NH:13][C:11]([C:9]2[NH:8][C:5]3=[CH:6][N:7]=[C:2]([Cl:1])[CH:3]=[C:4]3[CH:10]=2)=[O:12])[C:15]([N:27]2[CH2:28][CH2:29][CH:30]([NH:33][S:34]([CH3:37])(=[O:35])=[O:36])[CH2:31][CH2:32]2)=[O:17])=[CH:20][CH:21]=1. (3) Given the reactants [F:1][C:2]1[CH:7]=[C:6](I)[CH:5]=[CH:4][C:3]=1[N:9]1[CH2:13][CH2:12][C@H:11]([NH:14][C:15](=[O:21])[O:16][C:17]([CH3:20])([CH3:19])[CH3:18])[C:10]1=[O:22].C(=O)([O-])[O-].[Na+].[Na+].[CH:29]([O:31]CCCC)=[CH2:30].C1(P(C2C=CC=CC=2)CCCP(C2C=CC=CC=2)C2C=CC=CC=2)C=CC=CC=1, predict the reaction product. The product is: [C:29]([C:6]1[CH:5]=[CH:4][C:3]([N:9]2[CH2:13][CH2:12][C@H:11]([NH:14][C:15](=[O:21])[O:16][C:17]([CH3:20])([CH3:19])[CH3:18])[C:10]2=[O:22])=[C:2]([F:1])[CH:7]=1)(=[O:31])[CH3:30]. (4) The product is: [CH3:21][O:12][C:11](=[O:13])/[CH:10]=[CH:9]/[C:6]1[CH:5]=[CH:4][C:3]([F:2])=[CH:8][N:7]=1. Given the reactants Cl.[F:2][C:3]1[CH:4]=[CH:5][C:6](/[CH:9]=[CH:10]/[C:11]([OH:13])=[O:12])=[N:7][CH:8]=1.S(=O)(=O)(O)O.[OH-].[Na+].[CH3:21]O, predict the reaction product. (5) Given the reactants [F:1][C:2]([F:18])([F:17])[C:3]1[O:7][N:6]=[C:5]([C:8]2[CH:9]=[C:10]([CH:14]=[CH:15][CH:16]=2)[C:11]([OH:13])=O)[N:4]=1.CN(C(ON1N=NC2C=CC=NC1=2)=[N+](C)C)C.F[P-](F)(F)(F)(F)F.[CH2:43]([CH:50]1[CH2:55][CH2:54][CH2:53][NH:52][CH2:51]1)[C:44]1[CH:49]=[CH:48][CH:47]=[CH:46][CH:45]=1.CN1CCOCC1, predict the reaction product. The product is: [CH2:43]([CH:50]1[CH2:55][CH2:54][CH2:53][N:52]([C:11]([C:10]2[CH:14]=[CH:15][CH:16]=[C:8]([C:5]3[N:4]=[C:3]([C:2]([F:1])([F:18])[F:17])[O:7][N:6]=3)[CH:9]=2)=[O:13])[CH2:51]1)[C:44]1[CH:49]=[CH:48][CH:47]=[CH:46][CH:45]=1. (6) The product is: [C:11]([O:10][C:9](=[O:15])[N:8]([C:5]1[C:4]([C:23]2[O:49][N:48]=[C:26]([C:27]3[CH:28]=[CH:29][C:30]([CH2:31][N:32]([C:33]([O:34][C:35]([CH3:38])([CH3:37])[CH3:36])=[O:39])[CH3:40])=[CH:46][CH:47]=3)[CH:24]=2)=[N:3][C:2]([Br:1])=[CH:7][N:6]=1)[C:16]([O:18][C:19]([CH3:22])([CH3:21])[CH3:20])=[O:17])([CH3:13])([CH3:14])[CH3:12]. Given the reactants [Br:1][C:2]1[N:3]=[C:4]([C:23]#[CH:24])[C:5]([N:8]([C:16]([O:18][C:19]([CH3:22])([CH3:21])[CH3:20])=[O:17])[C:9](=[O:15])[O:10][C:11]([CH3:14])([CH3:13])[CH3:12])=[N:6][CH:7]=1.Cl[C:26](=[N:48][OH:49])[C:27]1[CH:47]=[CH:46][C:30]([CH2:31][N:32]([CH:40]2CCOCC2)[C:33](=[O:39])[O:34][C:35]([CH3:38])([CH3:37])[CH3:36])=[CH:29][CH:28]=1.C(N(CC)CC)C, predict the reaction product.